This data is from Full USPTO retrosynthesis dataset with 1.9M reactions from patents (1976-2016). The task is: Predict the reactants needed to synthesize the given product. (1) Given the product [CH3:7][C:8]1[C:16]([O:17][C@@H:18]2[CH2:23][CH2:22][C@H:21]([NH:24][CH2:25][CH2:26][CH3:27])[CH2:20][CH2:19]2)=[CH:15][C:14]([CH3:29])=[C:13]2[C:9]=1[CH:10]=[N:11][NH:12]2, predict the reactants needed to synthesize it. The reactants are: [H-].[Al+3].[Li+].[H-].[H-].[H-].[CH3:7][C:8]1[C:16]([O:17][C@@H:18]2[CH2:23][CH2:22][C@H:21]([NH:24][C:25](=O)[CH2:26][CH3:27])[CH2:20][CH2:19]2)=[CH:15][C:14]([CH3:29])=[C:13]2[C:9]=1[CH:10]=[N:11][NH:12]2. (2) Given the product [CH3:37][C:27]1[CH:28]=[CH:29][C:30]([S:33]([OH:36])(=[O:35])=[O:34])=[CH:31][CH:32]=1.[NH2:8][CH2:9][CH:10]1[CH2:15][CH2:14][N:13]([CH2:16][C:17]2([C:23]([OH:25])=[O:24])[CH2:22][CH2:21][O:20][CH2:19][CH2:18]2)[CH2:12][CH2:11]1, predict the reactants needed to synthesize it. The reactants are: C(OC([NH:8][CH2:9][CH:10]1[CH2:15][CH2:14][N:13]([CH2:16][C:17]2([C:23]([OH:25])=[O:24])[CH2:22][CH2:21][O:20][CH2:19][CH2:18]2)[CH2:12][CH2:11]1)=O)(C)(C)C.O.[C:27]1([CH3:37])[CH:32]=[CH:31][C:30]([S:33]([OH:36])(=[O:35])=[O:34])=[CH:29][CH:28]=1.C(N(CC)CC)C. (3) Given the product [CH3:1][O:2][C:3](=[O:29])[N:4]([C:14]1[CH:19]=[C:18]([N:20]2[CH2:25][CH2:24][N:23]([CH3:26])[CH2:22][CH2:21]2)[C:17]([F:27])=[C:16]([NH:28][C:36]2[N:35]=[C:34]([N:33]([CH:30]3[CH2:32][CH2:31]3)[CH2:49][C:50]3[CH:55]=[CH:54][C:53]([O:56][CH3:57])=[CH:52][CH:51]=3)[C:39]3=[N:40][CH:41]=[C:42]([C:43]#[N:44])[N:38]3[N:37]=2)[CH:15]=1)[CH2:5][C:6]1[CH:11]=[CH:10][C:9]([O:12][CH3:13])=[CH:8][CH:7]=1, predict the reactants needed to synthesize it. The reactants are: [CH3:1][O:2][C:3](=[O:29])[N:4]([C:14]1[CH:19]=[C:18]([N:20]2[CH2:25][CH2:24][N:23]([CH3:26])[CH2:22][CH2:21]2)[C:17]([F:27])=[C:16]([NH2:28])[CH:15]=1)[CH2:5][C:6]1[CH:11]=[CH:10][C:9]([O:12][CH3:13])=[CH:8][CH:7]=1.[CH:30]1([N:33]([CH2:49][C:50]2[CH:55]=[CH:54][C:53]([O:56][CH3:57])=[CH:52][CH:51]=2)[C:34]2[C:39]3=[N:40][CH:41]=[C:42]([C:43]#[N:44])[N:38]3[N:37]=[C:36](S(C)(=O)=O)[N:35]=2)[CH2:32][CH2:31]1.C([O-])([O-])=O.[Cs+].[Cs+]. (4) Given the product [CH:16]1([C@@H:19]([C:26]2[CH:31]=[CH:30][N:29]=[C:28]([O:32][CH2:33][CH:34]3[CH2:35][CH2:36][N:37]([C:2]4[CH:13]=[C:12]([O:14][CH3:15])[CH:11]=[CH:10][C:3]=4[C:4]([O:6][CH2:7][CH:8]=[CH2:9])=[O:5])[CH2:38][CH2:39]3)[CH:27]=2)[CH2:20][C:21]([O:23][CH2:24][CH3:25])=[O:22])[CH2:18][CH2:17]1, predict the reactants needed to synthesize it. The reactants are: F[C:2]1[CH:13]=[C:12]([O:14][CH3:15])[CH:11]=[CH:10][C:3]=1[C:4]([O:6][CH2:7][CH:8]=[CH2:9])=[O:5].[CH:16]1([C@@H:19]([C:26]2[CH:31]=[CH:30][N:29]=[C:28]([O:32][CH2:33][CH:34]3[CH2:39][CH2:38][NH:37][CH2:36][CH2:35]3)[CH:27]=2)[CH2:20][C:21]([O:23][CH2:24][CH3:25])=[O:22])[CH2:18][CH2:17]1.C(=O)([O-])[O-].[Cs+].[Cs+].CS(C)=O. (5) Given the product [CH2:1]([NH:8][C:9]1[N:14]2[N:15]=[CH:16][C:17]([C:18]([NH:40][S:37]([CH3:36])(=[O:39])=[O:38])=[O:19])=[C:13]2[N:12]=[CH:11][C:10]=1[C:21]([N:23]1[CH2:28][CH2:27][CH:26]([C:29]2[CH:34]=[CH:33][CH:32]=[CH:31][C:30]=2[CH3:35])[CH2:25][CH2:24]1)=[O:22])[C:2]1[CH:3]=[CH:4][CH:5]=[CH:6][CH:7]=1, predict the reactants needed to synthesize it. The reactants are: [CH2:1]([NH:8][C:9]1[N:14]2[N:15]=[CH:16][C:17]([C:18](O)=[O:19])=[C:13]2[N:12]=[CH:11][C:10]=1[C:21]([N:23]1[CH2:28][CH2:27][CH:26]([C:29]2[CH:34]=[CH:33][CH:32]=[CH:31][C:30]=2[CH3:35])[CH2:25][CH2:24]1)=[O:22])[C:2]1[CH:7]=[CH:6][CH:5]=[CH:4][CH:3]=1.[CH3:36][S:37]([NH2:40])(=[O:39])=[O:38]. (6) Given the product [CH:48]([OH:49])=[O:65].[C:1]([C:5]1[CH:9]=[C:8]([NH:10][C:11]([NH:13][C@@H:14]2[C:23]3[C:18](=[CH:19][CH:20]=[CH:21][CH:22]=3)[C@H:17]([O:24][C:25]3[CH:26]=[CH:27][C:28]4[N:29]([C:31]([N:34]5[CH2:39][CH2:38][CH2:37][CH2:36][C@@H:35]5[CH3:40])=[N:32][N:33]=4)[CH:30]=3)[CH2:16][CH2:15]2)=[O:12])[N:7]([C:41]2[CH:46]=[CH:45][CH:44]=[C:43]([CH2:47][CH2:48][N:58]3[CH2:59][CH2:60][CH2:61][N:55]([CH3:54])[CH2:56][CH2:57]3)[CH:42]=2)[N:6]=1)([CH3:3])([CH3:4])[CH3:2], predict the reactants needed to synthesize it. The reactants are: [C:1]([C:5]1[CH:9]=[C:8]([NH:10][C:11]([NH:13][C@@H:14]2[C:23]3[C:18](=[CH:19][CH:20]=[CH:21][CH:22]=3)[C@H:17]([O:24][C:25]3[CH:26]=[CH:27][C:28]4[N:29]([C:31]([N:34]5[CH2:39][CH2:38][CH2:37][CH2:36][C@@H:35]5[CH3:40])=[N:32][N:33]=4)[CH:30]=3)[CH2:16][CH2:15]2)=[O:12])[N:7]([C:41]2[CH:42]=[C:43]([CH2:47][CH2:48][O:49]S(C)(=O)=O)[CH:44]=[CH:45][CH:46]=2)[N:6]=1)([CH3:4])([CH3:3])[CH3:2].[CH3:54][N:55]1[CH2:61][CH2:60][CH2:59][NH:58][CH2:57][CH2:56]1.C1C[O:65]CC1. (7) Given the product [CH2:12]([O:14][C:15](=[O:25])/[CH:16]=[CH:36]/[CH2:35][CH2:34][CH2:33][CH2:32][CH2:31][CH2:30][C:29]([F:28])([F:38])[F:39])[CH3:13], predict the reactants needed to synthesize it. The reactants are: N12CCCN=C1CCCCC2.[CH2:12]([O:14][C:15](=[O:25])[CH2:16]P(OCC)(OCC)=O)[CH3:13].[Cl-].[Li+].[F:28][C:29]([F:39])([F:38])[CH2:30][CH2:31][CH2:32][CH2:33][CH2:34][CH2:35][CH:36]=O. (8) Given the product [C:22]1([S:32]([C:2]2[CH:3]=[CH:4][C:5]3[O:14][C:13]4[CH2:12][CH2:11][N:10]([C:15]([O:17][C:18]([CH3:21])([CH3:20])[CH3:19])=[O:16])[CH2:9][C:8]=4[C:6]=3[CH:7]=2)(=[O:34])=[O:33])[C:31]2[C:26](=[CH:27][CH:28]=[CH:29][CH:30]=2)[CH:25]=[CH:24][CH:23]=1, predict the reactants needed to synthesize it. The reactants are: Br[C:2]1[CH:3]=[CH:4][C:5]2[O:14][C:13]3[CH2:12][CH2:11][N:10]([C:15]([O:17][C:18]([CH3:21])([CH3:20])[CH3:19])=[O:16])[CH2:9][C:8]=3[C:6]=2[CH:7]=1.[C:22]1([S:32]([O-:34])=[O:33])[C:31]2[C:26](=[CH:27][CH:28]=[CH:29][CH:30]=2)[CH:25]=[CH:24][CH:23]=1.[Na+]. (9) Given the product [O:1]([CH2:2][CH2:3][CH:4]1[C:9](=[O:10])[NH:8][C:7]2[CH:11]=[C:12]([N+:15]([O-:17])=[O:16])[CH:13]=[CH:14][C:6]=2[O:5]1)[Si:18]([C:21]([CH3:24])([CH3:23])[CH3:22])([CH3:20])[CH3:19], predict the reactants needed to synthesize it. The reactants are: [OH:1][CH2:2][CH2:3][CH:4]1[C:9](=[O:10])[NH:8][C:7]2[CH:11]=[C:12]([N+:15]([O-:17])=[O:16])[CH:13]=[CH:14][C:6]=2[O:5]1.[Si:18](Cl)([C:21]([CH3:24])([CH3:23])[CH3:22])([CH3:20])[CH3:19].